From a dataset of Forward reaction prediction with 1.9M reactions from USPTO patents (1976-2016). Predict the product of the given reaction. Given the reactants P(Cl)(Cl)(Cl)=O.N1C=CN=C1.[C:11]([O:15][C:16](=[O:27])[NH:17][CH:18]1[CH2:23][CH2:22][CH2:21][CH:20]([C:24](=O)[NH2:25])[CH2:19]1)([CH3:14])([CH3:13])[CH3:12], predict the reaction product. The product is: [C:11]([O:15][C:16](=[O:27])[NH:17][CH:18]1[CH2:23][CH2:22][CH2:21][CH:20]([C:24]#[N:25])[CH2:19]1)([CH3:14])([CH3:12])[CH3:13].